From a dataset of Forward reaction prediction with 1.9M reactions from USPTO patents (1976-2016). Predict the product of the given reaction. Given the reactants [CH3:1][N:2]([S:12]([C:15]1[CH:20]=[CH:19][C:18]([O:21][CH2:22][C:23]2[C:32]3[C:27](=[CH:28][CH:29]=[CH:30][CH:31]=3)[N:26]=[C:25]([CH3:33])[CH:24]=2)=[CH:17][CH:16]=1)(=[O:14])=[O:13])[C@@H:3]1[CH2:8][CH2:7][CH2:6][CH2:5][C@H:4]1[C:9]([OH:11])=O.[NH2:34][OH:35], predict the reaction product. The product is: [OH:35][NH:34][C:9]([C@@H:4]1[CH2:5][CH2:6][CH2:7][CH2:8][C@H:3]1[N:2]([CH3:1])[S:12]([C:15]1[CH:16]=[CH:17][C:18]([O:21][CH2:22][C:23]2[C:32]3[C:27](=[CH:28][CH:29]=[CH:30][CH:31]=3)[N:26]=[C:25]([CH3:33])[CH:24]=2)=[CH:19][CH:20]=1)(=[O:14])=[O:13])=[O:11].